This data is from Full USPTO retrosynthesis dataset with 1.9M reactions from patents (1976-2016). The task is: Predict the reactants needed to synthesize the given product. (1) Given the product [F:1][C:2]1[CH:7]=[CH:6][C:5]([CH:8]2[CH2:13][C:12](=[O:14])[CH2:11][CH2:10][NH:9]2)=[CH:4][CH:3]=1, predict the reactants needed to synthesize it. The reactants are: [F:1][C:2]1[CH:7]=[CH:6][C:5]([CH:8]2[CH2:13][C:12](=[O:14])[CH2:11][CH2:10][N:9]2C(OCC2C=CC=CC=2)=O)=[CH:4][CH:3]=1. (2) Given the product [CH3:18][C:19]1([CH3:25])[CH2:24][O:23][CH2:22][CH2:21][N:20]1[CH2:2][C:3]1[N:7]([C:8]2[CH:13]=[CH:12][CH:11]=[C:10]([C:14]([F:17])([F:16])[F:15])[CH:9]=2)[N:6]=[N:5][N:4]=1, predict the reactants needed to synthesize it. The reactants are: Cl[CH2:2][C:3]1[N:7]([C:8]2[CH:13]=[CH:12][CH:11]=[C:10]([C:14]([F:17])([F:16])[F:15])[CH:9]=2)[N:6]=[N:5][N:4]=1.[CH3:18][C:19]1([CH3:25])[CH2:24][O:23][CH2:22][CH2:21][NH:20]1.C(N(CC)CC)C.